Dataset: Merck oncology drug combination screen with 23,052 pairs across 39 cell lines. Task: Regression. Given two drug SMILES strings and cell line genomic features, predict the synergy score measuring deviation from expected non-interaction effect. (1) Drug 1: N#Cc1ccc(Cn2cncc2CN2CCN(c3cccc(Cl)c3)C(=O)C2)cc1. Drug 2: NC(=O)c1cccc2cn(-c3ccc(C4CCCNC4)cc3)nc12. Cell line: UACC62. Synergy scores: synergy=11.0. (2) Drug 1: O=c1[nH]cc(F)c(=O)[nH]1. Drug 2: CCN(CC)CCNC(=O)c1c(C)[nH]c(C=C2C(=O)Nc3ccc(F)cc32)c1C. Cell line: SW620. Synergy scores: synergy=6.86. (3) Drug 1: O=P1(N(CCCl)CCCl)NCCCO1. Drug 2: C#Cc1cccc(Nc2ncnc3cc(OCCOC)c(OCCOC)cc23)c1. Cell line: OVCAR3. Synergy scores: synergy=-6.42. (4) Drug 2: CCc1cnn2c(NCc3ccc[n+]([O-])c3)cc(N3CCCCC3CCO)nc12. Synergy scores: synergy=-12.0. Cell line: A375. Drug 1: NC1CCCCC1N.O=C(O)C(=O)O.[Pt+2]. (5) Cell line: PA1. Synergy scores: synergy=4.28. Drug 1: COC1=C2CC(C)CC(OC)C(O)C(C)C=C(C)C(OC(N)=O)C(OC)C=CC=C(C)C(=O)NC(=CC1=O)C2=O. Drug 2: CCc1cnn2c(NCc3ccc[n+]([O-])c3)cc(N3CCCCC3CCO)nc12.